This data is from Forward reaction prediction with 1.9M reactions from USPTO patents (1976-2016). The task is: Predict the product of the given reaction. (1) Given the reactants C(OC([N:8]1[CH2:12][CH2:11][CH:10]([O:13][C:14]([N:16]2[CH2:21][CH2:20][CH:19]([O:22][C:23]3[CH:28]=[C:27]([N:29]4[C:37]5[C:32](=[CH:33][C:34]([S:38]([CH3:41])(=[O:40])=[O:39])=[CH:35][CH:36]=5)[CH2:31][CH2:30]4)[N:26]=[CH:25][N:24]=3)[CH2:18][CH2:17]2)=[O:15])[CH2:9]1)=O)(C)(C)C.C(O)(C(F)(F)F)=O, predict the reaction product. The product is: [NH:8]1[CH2:12][CH2:11][CH:10]([O:13][C:14]([N:16]2[CH2:21][CH2:20][CH:19]([O:22][C:23]3[CH:28]=[C:27]([N:29]4[C:37]5[C:32](=[CH:33][C:34]([S:38]([CH3:41])(=[O:40])=[O:39])=[CH:35][CH:36]=5)[CH2:31][CH2:30]4)[N:26]=[CH:25][N:24]=3)[CH2:18][CH2:17]2)=[O:15])[CH2:9]1. (2) Given the reactants [BH4-].[Na+].[F:3][CH:4]([F:16])[O:5][C:6]1[CH:13]=[CH:12][C:9]([CH:10]=[O:11])=[CH:8][C:7]=1[O:14][CH3:15], predict the reaction product. The product is: [F:3][CH:4]([F:16])[O:5][C:6]1[CH:13]=[CH:12][C:9]([CH2:10][OH:11])=[CH:8][C:7]=1[O:14][CH3:15]. (3) Given the reactants [CH2:1]([NH:8][C:9]([C:11]1[S:15][C:14]([C:16]2[CH:21]=[N:20][CH:19]=[C:18](I)[N:17]=2)=[N:13][C:12]=1[CH3:23])=[O:10])[C:2]1[CH:7]=[CH:6][CH:5]=[CH:4][CH:3]=1.[CH3:24][N:25](C)[CH:26]=O, predict the reaction product. The product is: [CH2:1]([NH:8][C:9]([C:11]1[S:15][C:14]([C:16]2[CH:21]=[N:20][CH:19]=[C:18]([N:25]([CH3:26])[CH3:24])[N:17]=2)=[N:13][C:12]=1[CH3:23])=[O:10])[C:2]1[CH:7]=[CH:6][CH:5]=[CH:4][CH:3]=1. (4) Given the reactants Br[C:2]1[N:7]=[C:6]([N:8]2[CH2:14][CH2:13][CH2:12][CH:11]([NH:15][CH2:16][CH2:17][OH:18])[CH2:10][CH2:9]2)[CH:5]=[CH:4][CH:3]=1.CC1(C)C(C)(C)OB([C:27]2[CH:36]=[CH:35][C:34]3[C:33]([CH3:38])([CH3:37])[CH2:32][CH2:31][C:30]([CH3:40])([CH3:39])[C:29]=3[CH:28]=2)O1, predict the reaction product. The product is: [CH3:37][C:33]1([CH3:38])[CH2:32][CH2:31][C:30]([CH3:40])([CH3:39])[C:29]2[CH:28]=[C:27]([C:2]3[N:7]=[C:6]([N:8]4[CH2:14][CH2:13][CH2:12][CH:11]([NH:15][CH2:16][CH2:17][OH:18])[CH2:10][CH2:9]4)[CH:5]=[CH:4][CH:3]=3)[CH:36]=[CH:35][C:34]1=2. (5) Given the reactants [Cl:1][C:2]1[CH:19]=[CH:18][C:5]2[N:6]([CH2:11][CH2:12][CH2:13][S:14]([CH3:17])(=[O:16])=[O:15])[C:7]([CH2:9]Cl)=[N:8][C:4]=2[CH:3]=1.[CH3:20][S:21]([C:24]1[C:32]2[C:27](=[CH:28][N:29]=[CH:30][CH:31]=2)[NH:26][N:25]=1)(=[O:23])=[O:22].C(S(C1C2C(=CC=CC=2)NN=1)(=O)=O)(C)C, predict the reaction product. The product is: [Cl:1][C:2]1[CH:19]=[CH:18][C:5]2[N:6]([CH2:11][CH2:12][CH2:13][S:14]([CH3:17])(=[O:16])=[O:15])[C:7]([CH2:9][N:26]3[C:27]4=[CH:28][N:29]=[CH:30][CH:31]=[C:32]4[C:24]([S:21]([CH3:20])(=[O:22])=[O:23])=[N:25]3)=[N:8][C:4]=2[CH:3]=1. (6) Given the reactants [CH3:1][O:2][C:3]([C:5]1([C:8]2[CH:13]=[CH:12][C:11](B3OC(C)(C)C(C)(C)O3)=[CH:10][CH:9]=2)[CH2:7][CH2:6]1)=[O:4].[C@H:23]([O:27][C:28](=[O:43])[NH:29][C:30]1[N:31]([C:36]2[CH:41]=[CH:40][C:39](Br)=[CH:38][CH:37]=2)[N:32]=[N:33][C:34]=1[CH3:35])([CH2:25][CH3:26])[CH3:24].P([O-])([O-])([O-])=O.[K+].[K+].[K+].COC1C=CC=C(OC)C=1C1C=CC=CC=1P(C1CCCCC1)C1CCCCC1, predict the reaction product. The product is: [CH3:1][O:2][C:3]([C:5]1([C:8]2[CH:9]=[CH:10][C:11]([C:39]3[CH:40]=[CH:41][C:36]([N:31]4[C:30]([NH:29][C:28]([O:27][C@@H:23]([CH2:25][CH3:26])[CH3:24])=[O:43])=[C:34]([CH3:35])[N:33]=[N:32]4)=[CH:37][CH:38]=3)=[CH:12][CH:13]=2)[CH2:6][CH2:7]1)=[O:4].